Dataset: Full USPTO retrosynthesis dataset with 1.9M reactions from patents (1976-2016). Task: Predict the reactants needed to synthesize the given product. (1) Given the product [F:1][C:2]1[CH:10]=[C:9]([C:11]2[CH:12]=[N:13][C:14]3[N:15]([C:17]([CH2:20][C:21]4[CH:22]=[C:23]5[C:28](=[CH:29][CH:30]=4)[N:27]=[CH:26][CH:25]=[CH:24]5)=[CH:18][N:19]=3)[N:16]=2)[CH:8]=[CH:7][C:3]=1[C:4]([NH:37][CH3:35])=[O:5], predict the reactants needed to synthesize it. The reactants are: [F:1][C:2]1[CH:10]=[C:9]([C:11]2[CH:12]=[N:13][C:14]3[N:15]([C:17]([CH2:20][C:21]4[CH:22]=[C:23]5[C:28](=[CH:29][CH:30]=4)[N:27]=[CH:26][CH:25]=[CH:24]5)=[CH:18][N:19]=3)[N:16]=2)[CH:8]=[CH:7][C:3]=1[C:4](O)=[O:5].C1C=CC2N(O)N=[N:37][C:35]=2C=1.CCN=C=NCCCN(C)C.Cl.CN.C1COCC1. (2) Given the product [O:5]1[CH2:13][CH2:14][O:15][CH:4]1[C:3]1[CH:6]=[C:7]([N+:10]([O-:12])=[O:11])[CH:8]=[CH:9][C:2]=1[OH:1], predict the reactants needed to synthesize it. The reactants are: [OH:1][C:2]1[CH:9]=[CH:8][C:7]([N+:10]([O-:12])=[O:11])=[CH:6][C:3]=1[CH:4]=[O:5].[CH2:13](O)[CH2:14][OH:15].O.C1(C)C=CC(S(O)(=O)=O)=CC=1.C(=O)(O)[O-].[Na+]. (3) Given the product [N:11]1([C:9]([O:8][CH2:1][C:2]2[CH:3]=[CH:4][CH:5]=[CH:6][CH:7]=2)=[O:10])[CH2:12][CH2:13][CH:14]([C:17]([O:19][C:20]([CH3:23])([CH3:22])[CH3:21])=[O:18])[CH2:15][CH2:16]1, predict the reactants needed to synthesize it. The reactants are: [CH2:1]([O:8][C:9]([N:11]1[CH2:16][CH2:15][CH:14]([C:17]([OH:19])=[O:18])[CH2:13][CH2:12]1)=[O:10])[C:2]1[CH:7]=[CH:6][CH:5]=[CH:4][CH:3]=1.[C:20](O)([CH3:23])([CH3:22])[CH3:21].O.ClC1C=CC2N=NN(OC(=[N+](C)C)N(C)C)C=2C=1. (4) The reactants are: [NH2:1][C:2]1[CH:7]=[CH:6][C:5]([C:8]2[NH:12][C:11]([C@H:13]3[N:21]4[C:16](=[CH:17][C:18]([C:23]5[CH:28]=[C:27]([Cl:29])[CH:26]=[CH:25][C:24]=5[N:30]5[CH:34]=[N:33][N:32]=[N:31]5)=[CH:19][C:20]4=[O:22])[CH2:15][CH2:14]3)=[N:10][CH:9]=2)=[CH:4][CH:3]=1.[OH:35][C:36]([CH3:42])([CH3:41])[CH2:37][C:38](O)=[O:39]. Given the product [Cl:29][C:27]1[CH:26]=[CH:25][C:24]([N:30]2[CH:34]=[N:33][N:32]=[N:31]2)=[C:23]([C:18]2[CH:17]=[C:16]3[N:21]([C@H:13]([C:11]4[NH:12][C:8]([C:5]5[CH:4]=[CH:3][C:2]([NH:1][C:38](=[O:39])[CH2:37][C:36]([OH:35])([CH3:42])[CH3:41])=[CH:7][CH:6]=5)=[CH:9][N:10]=4)[CH2:14][CH2:15]3)[C:20](=[O:22])[CH:19]=2)[CH:28]=1, predict the reactants needed to synthesize it. (5) Given the product [CH2:32]([C:31]([C:36]1[CH:41]=[CH:40][C:39]([OH:42])=[C:38]([CH3:43])[CH:37]=1)([C:28]1[CH:29]=[CH:30][C:25]([B:15]2[O:16][C:17]([CH3:22])([CH3:23])[C:18]([CH3:20])([CH3:21])[O:19]2)=[CH:26][CH:27]=1)[CH2:34][CH3:35])[CH3:33], predict the reactants needed to synthesize it. The reactants are: C([O-])(=O)C.[K+].[B:15]1([B:15]2[O:19][C:18]([CH3:21])([CH3:20])[C:17]([CH3:23])([CH3:22])[O:16]2)[O:19][C:18]([CH3:21])([CH3:20])[C:17]([CH3:23])([CH3:22])[O:16]1.Br[C:25]1[CH:30]=[CH:29][C:28]([C:31]([C:36]2[CH:41]=[CH:40][C:39]([OH:42])=[C:38]([CH3:43])[CH:37]=2)([CH2:34][CH3:35])[CH2:32][CH3:33])=[CH:27][CH:26]=1.C(=O)(O)[O-].[Na+].